Dataset: Catalyst prediction with 721,799 reactions and 888 catalyst types from USPTO. Task: Predict which catalyst facilitates the given reaction. (1) Reactant: [CH2:1]([C:4]1([C:20]2[CH:25]=[CH:24][C:23]([F:26])=[CH:22][CH:21]=2)[O:9][C:8](=[O:10])[N:7]([CH:11]([C:13]2[CH:18]=[CH:17][C:16](Br)=[CH:15][N:14]=2)[CH3:12])[CH2:6][CH2:5]1)[CH:2]=[CH2:3].[F:27][C:28]1[CH:33]=[C:32]([F:34])[CH:31]=[CH:30][C:29]=1B(O)O.C([O-])([O-])=O.[Cs+].[Cs+]. Product: [CH2:1]([C:4]1([C:20]2[CH:25]=[CH:24][C:23]([F:26])=[CH:22][CH:21]=2)[O:9][C:8](=[O:10])[N:7]([CH:11]([C:13]2[CH:18]=[CH:17][C:16]([C:31]3[CH:30]=[CH:29][C:28]([F:27])=[CH:33][C:32]=3[F:34])=[CH:15][N:14]=2)[CH3:12])[CH2:6][CH2:5]1)[CH:2]=[CH2:3]. The catalyst class is: 184. (2) Reactant: [C:1]([C:4]1[NH:8][N:7]=[C:6]([C:9]([O:11][CH2:12][CH3:13])=[O:10])[CH:5]=1)(=[O:3])[CH3:2].[C:14]([O-])([O-])=O.[Cs+].[Cs+].CI.CCOC(C)=O. Product: [C:1]([C:4]1[CH:5]=[C:6]([C:9]([O:11][CH2:12][CH3:13])=[O:10])[N:7]([CH3:14])[N:8]=1)(=[O:3])[CH3:2]. The catalyst class is: 3. (3) Reactant: C([O:8][N:9]1[C:15](=[O:16])[N:14]2[CH2:17][C@H:10]1[CH2:11][CH2:12][C@H:13]2[C:18]([NH:20][O:21][C@H:22]1[CH2:26][CH2:25][C@H:24]([CH2:27][NH:28][C:29](=[O:35])[O:30][C:31]([CH3:34])([CH3:33])[CH3:32])[CH2:23]1)=[O:19])C1C=CC=CC=1. Product: [OH:8][N:9]1[C:15](=[O:16])[N:14]2[CH2:17][C@H:10]1[CH2:11][CH2:12][C@H:13]2[C:18]([NH:20][O:21][C@H:22]1[CH2:26][CH2:25][C@H:24]([CH2:27][NH:28][C:29](=[O:35])[O:30][C:31]([CH3:33])([CH3:32])[CH3:34])[CH2:23]1)=[O:19]. The catalyst class is: 19. (4) Reactant: C(OC([N:8]1[CH2:13][CH2:12][CH:11]([NH:14][C:15]([C:17]2[C:21]([NH:22][C:23](=[O:33])[C:24]3[C:29]([O:30][CH3:31])=[CH:28][CH:27]=[CH:26][C:25]=3[Cl:32])=[CH:20][NH:19][N:18]=2)=[O:16])[CH2:10][CH2:9]1)=O)(C)(C)C.C(N(C(C)C)CC)(C)C.[CH3:43][S:44](Cl)(=[O:46])=[O:45]. Product: [CH3:43][S:44]([N:8]1[CH2:13][CH2:12][CH:11]([NH:14][C:15]([C:17]2[C:21]([NH:22][C:23](=[O:33])[C:24]3[C:29]([O:30][CH3:31])=[CH:28][CH:27]=[CH:26][C:25]=3[Cl:32])=[CH:20][NH:19][N:18]=2)=[O:16])[CH2:10][CH2:9]1)(=[O:46])=[O:45]. The catalyst class is: 89.